Predict the product of the given reaction. From a dataset of Forward reaction prediction with 1.9M reactions from USPTO patents (1976-2016). Given the reactants C(OC(=O)C)(=O)C.[C:8]([O:12][C:13]([C:15]1[N:16]([CH2:20][CH:21]([OH:38])[CH2:22][O:23][C:24]2[CH:29]=[CH:28][C:27]([CH2:30][CH2:31][CH2:32][CH2:33][CH2:34][CH2:35][CH2:36][CH3:37])=[CH:26][CH:25]=2)[CH:17]=[CH:18][CH:19]=1)=[O:14])([CH3:11])([CH3:10])[CH3:9].C(=O)([O-])O.[Na+].[Na+].[Cl-], predict the reaction product. The product is: [C:8]([O:12][C:13]([C:15]1[N:16]([CH2:20][C:21](=[O:38])[CH2:22][O:23][C:24]2[CH:29]=[CH:28][C:27]([CH2:30][CH2:31][CH2:32][CH2:33][CH2:34][CH2:35][CH2:36][CH3:37])=[CH:26][CH:25]=2)[CH:17]=[CH:18][CH:19]=1)=[O:14])([CH3:11])([CH3:10])[CH3:9].